This data is from Forward reaction prediction with 1.9M reactions from USPTO patents (1976-2016). The task is: Predict the product of the given reaction. The product is: [Br:1][C:2]1[CH:7]=[CH:6][CH:5]=[CH:4][C:3]=1[NH:8][C:9](=[S:28])[C:10]1[CH:15]=[CH:14][C:13]([O:16][CH3:17])=[CH:12][CH:11]=1. Given the reactants [Br:1][C:2]1[CH:7]=[CH:6][CH:5]=[CH:4][C:3]=1[NH:8][C:9](=O)[C:10]1[CH:15]=[CH:14][C:13]([O:16][CH3:17])=[CH:12][CH:11]=1.COC1C=CC(P2(SP(C3C=CC(OC)=CC=3)(=S)S2)=[S:28])=CC=1, predict the reaction product.